From a dataset of Peptide-MHC class I binding affinity with 185,985 pairs from IEDB/IMGT. Regression. Given a peptide amino acid sequence and an MHC pseudo amino acid sequence, predict their binding affinity value. This is MHC class I binding data. (1) The peptide sequence is AENLWVTVYY. The MHC is HLA-B40:02 with pseudo-sequence HLA-B40:02. The binding affinity (normalized) is 0.537. (2) The peptide sequence is EEIRRIWRQ. The MHC is HLA-A02:01 with pseudo-sequence HLA-A02:01. The binding affinity (normalized) is 0.0847. (3) The peptide sequence is EYKKFIATF. The MHC is HLA-B18:01 with pseudo-sequence HLA-B18:01. The binding affinity (normalized) is 0.623. (4) The peptide sequence is AQMWSLMYF. The MHC is HLA-A02:06 with pseudo-sequence HLA-A02:06. The binding affinity (normalized) is 0.764. (5) The peptide sequence is RMRGAHTNDV. The MHC is HLA-A02:03 with pseudo-sequence HLA-A02:03. The binding affinity (normalized) is 0.145. (6) The peptide sequence is RLNWLTHLK. The MHC is HLA-A31:01 with pseudo-sequence HLA-A31:01. The binding affinity (normalized) is 0.898.